This data is from Peptide-MHC class II binding affinity with 134,281 pairs from IEDB. The task is: Regression. Given a peptide amino acid sequence and an MHC pseudo amino acid sequence, predict their binding affinity value. This is MHC class II binding data. (1) The MHC is DRB4_0101 with pseudo-sequence DRB4_0103. The binding affinity (normalized) is 0.468. The peptide sequence is LWNGPMAVSMTGVMR. (2) The peptide sequence is LVAGPAGSYAADLGY. The MHC is DRB1_1602 with pseudo-sequence DRB1_1602. The binding affinity (normalized) is 0.125.